From a dataset of Full USPTO retrosynthesis dataset with 1.9M reactions from patents (1976-2016). Predict the reactants needed to synthesize the given product. (1) Given the product [C:1]([O:5][C:6]([N:8]1[CH:9]([C:13]2[NH:14][C:15]([C:18]3[CH:23]=[CH:22][C:21]([B:24]4[O:25][C:26]([CH3:32])([CH3:31])[C:27]([CH3:30])([CH3:29])[O:28]4)=[CH:20][CH:19]=3)=[CH:16][N:17]=2)[CH:10]2[CH2:11][CH:12]1[CH2:33][CH2:34]2)=[O:7])([CH3:4])([CH3:2])[CH3:3], predict the reactants needed to synthesize it. The reactants are: [C:1]([O:5][C:6]([N:8]1[CH2:12][CH2:11][CH2:10][CH:9]1[C:13]1[NH:14][C:15]([C:18]2[CH:23]=[CH:22][C:21]([B:24]3[O:28][C:27]([CH3:30])([CH3:29])[C:26]([CH3:32])([CH3:31])[O:25]3)=[CH:20][CH:19]=2)=[CH:16][N:17]=1)=[O:7])([CH3:4])([CH3:3])[CH3:2].[C:33](OC(N1CCCC1C(O)=O)=O)(C)(C)[CH3:34]. (2) Given the product [C:1]([O:5][C:6]([NH:8][C@H:9]([CH2:32][C:33]1[CH:38]=[C:37]([F:39])[CH:36]=[CH:35][C:34]=1[F:40])[CH2:10][C:11]([N:13]1[CH2:22][C:21]2[N:20]=[C:19]([C:23]([F:26])([F:25])[F:24])[C:18]([C:27]([OH:29])=[O:28])=[CH:17][C:16]=2[CH2:15][CH2:14]1)=[O:12])=[O:7])([CH3:4])([CH3:2])[CH3:3], predict the reactants needed to synthesize it. The reactants are: [C:1]([O:5][C:6]([NH:8][C@H:9]([CH2:32][C:33]1[CH:38]=[C:37]([F:39])[CH:36]=[CH:35][C:34]=1[F:40])[CH2:10][C:11]([N:13]1[CH2:22][C:21]2[N:20]=[C:19]([C:23]([F:26])([F:25])[F:24])[C:18]([C:27]([O:29]CC)=[O:28])=[CH:17][C:16]=2[CH2:15][CH2:14]1)=[O:12])=[O:7])([CH3:4])([CH3:3])[CH3:2].O.[OH-].[Li+]. (3) The reactants are: [I:1][C:2]1[CH:3]=[N:4][NH:5][CH:6]=1.C([O-])([O-])=O.[K+].[K+].Br[CH:14]1[CH2:18][CH2:17][CH2:16][CH2:15]1. Given the product [CH:14]1([N:4]2[CH:3]=[C:2]([I:1])[CH:6]=[N:5]2)[CH2:18][CH2:17][CH2:16][CH2:15]1, predict the reactants needed to synthesize it. (4) Given the product [Cl:28][C:25]1[CH:24]=[CH:23][C:22]([C@:10]23[C@H:12]([C:16]4[CH:21]=[CH:20][CH:19]=[CH:18][CH:17]=4)[CH2:13][C@H:14]([OH:15])[C@@:9]2([OH:29])[C:8]2[CH:30]=[CH:31][C:5]([O:4][CH2:3][CH2:2][N:33]([CH3:34])[CH3:32])=[CH:6][C:7]=2[O:11]3)=[CH:27][CH:26]=1, predict the reactants needed to synthesize it. The reactants are: Cl[CH2:2][CH2:3][O:4][C:5]1[CH:31]=[CH:30][C:8]2[C@:9]3([OH:29])[C@@H:14]([OH:15])[CH2:13][C@@H:12]([C:16]4[CH:21]=[CH:20][CH:19]=[CH:18][CH:17]=4)[C@:10]3([C:22]3[CH:27]=[CH:26][C:25]([Cl:28])=[CH:24][CH:23]=3)[O:11][C:7]=2[CH:6]=1.[CH3:32][NH:33][CH3:34]. (5) Given the product [CH3:15][O:9][C:8](=[O:10])/[CH:7]=[CH:6]/[C:5]1[CH:4]=[CH:3][C:2]([OH:1])=[CH:12][CH:11]=1, predict the reactants needed to synthesize it. The reactants are: [OH:1][C:2]1[CH:12]=[CH:11][C:5]([CH:6]=[CH:7][C:8]([OH:10])=[O:9])=[CH:4][CH:3]=1.[N+](=[CH2:15])=[N-]. (6) Given the product [CH3:15][S:16][C:17]([C:19]1[N:20]=[C:21]([O:27][CH3:28])[CH:22]=[C:23]([O:25][CH3:26])[N:24]=1)([C:5]1[CH:6]=[CH:7][CH:8]=[C:2]([Cl:1])[C:3]=1[NH2:4])[CH3:18], predict the reactants needed to synthesize it. The reactants are: [Cl:1][C:2]1[CH:8]=[CH:7][CH:6]=[CH:5][C:3]=1[NH2:4].ClOC(C)(C)C.[CH3:15][S:16][CH:17]([C:19]1[N:24]=[C:23]([O:25][CH3:26])[CH:22]=[C:21]([O:27][CH3:28])[N:20]=1)[CH3:18].C[O-].[Na+]. (7) Given the product [CH3:19][N:18]([CH3:20])[S:17][C:14]1[CH:15]=[CH:16][C:11]([C:9]2[N:10]=[C:5]3[CH:4]=[CH:3][C:2]([F:21])=[N:7][N:6]3[CH:8]=2)=[CH:12][CH:13]=1, predict the reactants needed to synthesize it. The reactants are: Cl[C:2]1[CH:3]=[CH:4][C:5]2[N:6]([CH:8]=[C:9]([C:11]3[CH:16]=[CH:15][C:14]([S:17][N:18]([CH3:20])[CH3:19])=[CH:13][CH:12]=3)[N:10]=2)[N:7]=1.[F-:21].[K+].C1N2CCOCCOCCN(CCOCCOCC2)CCOCCOC1.CCCCCC.